Dataset: HIV replication inhibition screening data with 41,000+ compounds from the AIDS Antiviral Screen. Task: Binary Classification. Given a drug SMILES string, predict its activity (active/inactive) in a high-throughput screening assay against a specified biological target. The compound is Cn1c(N=[N+]=[N-])cc(=O)n(C)c1=O. The result is 0 (inactive).